This data is from Reaction yield outcomes from USPTO patents with 853,638 reactions. The task is: Predict the reaction yield, written as a fraction of the theoretical maximum amount of product (1.0 means a 100% yield; for example, 0.34 means a 34% yield). (1) The reactants are [Cl:1][C:2]1[N:6]2[CH:7]=[CH:8][C:9]([C:11]([F:14])([F:13])[F:12])=[CH:10][C:5]2=[N:4][C:3]=1[CH2:15][C@@H:16]1[CH2:21][CH2:20][CH2:19][CH2:18][N:17]1C(OC(C)(C)C)=O.C(O)(C(F)(F)F)=O. The catalyst is C(Cl)Cl. The product is [Cl:1][C:2]1[N:6]2[CH:7]=[CH:8][C:9]([C:11]([F:14])([F:13])[F:12])=[CH:10][C:5]2=[N:4][C:3]=1[CH2:15][C@@H:16]1[CH2:21][CH2:20][CH2:19][CH2:18][NH:17]1. The yield is 0.980. (2) The reactants are CN(C(ON1N=NC2C=CC=CC1=2)=[N+](C)C)C.[B-](F)(F)(F)F.C(N(CC)CC)C.[NH2:30][C:31]1[C:32]([C:48]([OH:50])=O)=[N:33][C:34]([N:37]2[CH2:42][CH2:41][N:40]([S:43]([CH2:46][CH3:47])(=[O:45])=[O:44])[CH2:39][CH2:38]2)=[CH:35][N:36]=1.[C:51]([NH:59][NH2:60])(=[O:58])[C:52]1[CH:57]=[CH:56][CH:55]=[CH:54][CH:53]=1. The catalyst is CN(C=O)C.CCOC(C)=O.O. The product is [NH2:30][C:31]1[C:32]([C:48]([NH:60][NH:59][C:51](=[O:58])[C:52]2[CH:57]=[CH:56][CH:55]=[CH:54][CH:53]=2)=[O:50])=[N:33][C:34]([N:37]2[CH2:38][CH2:39][N:40]([S:43]([CH2:46][CH3:47])(=[O:44])=[O:45])[CH2:41][CH2:42]2)=[CH:35][N:36]=1. The yield is 0.760. (3) The reactants are Cl.[Br:2][C:3]1[CH:8]=[CH:7][C:6]([NH:9]N)=[CH:5][CH:4]=1.[C:11]1(=O)[CH2:16][CH2:15][CH2:14][CH2:13][C:12]1=[O:17].Cl. The catalyst is CO.CC(O)=O. The product is [Br:2][C:3]1[CH:8]=[C:7]2[C:6](=[CH:5][CH:4]=1)[NH:9][C:11]1[C:12](=[O:17])[CH2:13][CH2:14][CH2:15][C:16]2=1. The yield is 0.220. (4) The reactants are [N+:1]([C:4]1[CH:5]=[C:6]2[C:10](=[CH:11][CH:12]=1)[NH:9][N:8]=[CH:7]2)([O-:3])=[O:2].C(=O)([O-])[O-].[K+].[K+].Cl.Cl[CH2:21][CH2:22][N:23]1[CH2:28][CH2:27][CH2:26][CH2:25][CH2:24]1. The catalyst is CN(C=O)C. The product is [N+:1]([C:4]1[CH:5]=[C:6]2[C:10](=[CH:11][CH:12]=1)[N:9]([CH2:21][CH2:22][N:23]1[CH2:28][CH2:27][CH2:26][CH2:25][CH2:24]1)[N:8]=[CH:7]2)([O-:3])=[O:2]. The yield is 0.640. (5) The reactants are [CH:1]([C:4]1[C:5]([Cl:12])=[N:6][C:7]([Cl:11])=[N:8][C:9]=1Cl)([CH3:3])[CH3:2].[CH3:13][C:14]1[CH:15]=[C:16]([OH:21])[CH:17]=[C:18]([CH3:20])[CH:19]=1.[H-].[Na+]. The catalyst is CN(C=O)C.CCOCC. The product is [Cl:11][C:7]1[N:6]=[C:5]([Cl:12])[C:4]([CH:1]([CH3:3])[CH3:2])=[C:9]([O:21][C:16]2[CH:17]=[C:18]([CH3:20])[CH:19]=[C:14]([CH3:13])[CH:15]=2)[N:8]=1. The yield is 0.900.